This data is from Full USPTO retrosynthesis dataset with 1.9M reactions from patents (1976-2016). The task is: Predict the reactants needed to synthesize the given product. (1) Given the product [CH3:6][O:10][C:11]([N:13]1[CH2:14][CH2:15][N:16]([CH2:19][C:20]2[CH:25]=[CH:24][C:23]([F:26])=[C:22]([NH:27][C:28]([NH:30][C:31]3[CH:32]=[N:33][C:34]([CH3:37])=[CH:35][CH:36]=3)=[O:29])[CH:21]=2)[CH2:17][CH2:18]1)=[O:12], predict the reactants needed to synthesize it. The reactants are: Cl.CC(Cl)=O.[C:6]([O:10][C:11]([N:13]1[CH2:18][CH2:17][N:16]([CH2:19][C:20]2[CH:25]=[CH:24][C:23]([F:26])=[C:22]([NH:27][C:28]([NH:30][C:31]3[CH:32]=[N:33][C:34]([CH3:37])=[CH:35][CH:36]=3)=[O:29])[CH:21]=2)[CH2:15][CH2:14]1)=[O:12])(C)(C)C. (2) Given the product [CH2:19]([O:18][C:16]([C:15](=[CH:11][C:9]1[O:10][C:6]([CH3:5])=[CH:7][CH:8]=1)[CH2:14][C:13]([OH:22])=[O:21])=[O:17])[CH3:20], predict the reactants needed to synthesize it. The reactants are: CC[O-].[Na+].[CH3:5][C:6]1[O:10][C:9]([CH:11]=O)=[CH:8][CH:7]=1.[C:13]([O:22]CC)(=[O:21])[CH2:14][CH2:15][C:16]([O:18][CH2:19][CH3:20])=[O:17]. (3) Given the product [O:87]=[CH:64][C@@H:69]([C@H:68]([C@@H:67]([C@@H:66]([C:82]([OH:84])=[O:83])[OH:65])[OH:78])[OH:74])[OH:70], predict the reactants needed to synthesize it. The reactants are: C([O:70][CH:69]1[CH:68]([O:74]C(=O)C)[CH:67]([O:78]C(=O)C)[CH:66]([C:82]([O:84]C)=[O:83])[O:65][CH:64]1N1C(COCCCCCCC2(CCCCCCOCC3N=NN([C@H:64]4[C@@H:69]([O:70]C(=O)C)[C@@H:68]([O:74]C(=O)C)[C@@H:67]([O:78]C(=O)C)[C@@H:66]([C:82]([O:84]C)=[O:83])[O:65]4)C=3)C3C=C(Br)C=CC=3C3C2=CC(Br)=CC=3)=CN=N1)(=O)C.B1(B2OC(C)(C)C(C)(C)O2)OC(C)(C)C(C)(C)[O:87]1.F[B-](F)(F)F.C1([PH+](C2CCCCC2)C2CCCCC2)CCCCC1.[F-].[Cs+]. (4) Given the product [CH3:38][C:37]1[C:32]([C:30]([NH:15][C:13]2[CH:12]=[CH:11][N:10]3[CH:16]=[C:7]([C:1]4[CH:2]=[CH:3][CH:4]=[CH:5][CH:6]=4)[N:8]=[C:9]3[N:14]=2)=[O:29])=[N:33][C:34]([CH3:39])=[CH:35][CH:36]=1, predict the reactants needed to synthesize it. The reactants are: [C:1]1([C:7]2[N:8]=[C:9]3[N:14]=[C:13]([NH2:15])[CH:12]=[CH:11][N:10]3[CH:16]=2)[CH:6]=[CH:5][CH:4]=[CH:3][CH:2]=1.C[Al](C)C.C1(C)C=CC=CC=1.C[O:29][C:30]([C:32]1[C:37]([CH3:38])=[CH:36][CH:35]=[C:34]([CH3:39])[N:33]=1)=O. (5) The reactants are: [NH2:1][CH2:2][C:3]1[O:7][N:6]=[C:5]([C:8]2[CH:13]=[CH:12][CH:11]=[CH:10][CH:9]=2)[CH:4]=1.C(N(C(C)C)CC)(C)C.[CH3:23][N:24]([C:28]1[CH:33]=[CH:32][CH:31]=[CH:30][CH:29]=1)[C:25](Cl)=[O:26]. Given the product [C:8]1([C:5]2[CH:4]=[C:3]([CH2:2][NH:1][C:25](=[O:26])[N:24]([CH3:23])[C:28]3[CH:33]=[CH:32][CH:31]=[CH:30][CH:29]=3)[O:7][N:6]=2)[CH:9]=[CH:10][CH:11]=[CH:12][CH:13]=1, predict the reactants needed to synthesize it.